Task: Predict the reactants needed to synthesize the given product.. Dataset: Full USPTO retrosynthesis dataset with 1.9M reactions from patents (1976-2016) (1) Given the product [C:36]([O:35][C:34]([NH:33][C:30]([C:27]1[CH:26]=[CH:25][C:24]([C:12]2[C:11]([Cl:15])=[CH:10][N:9]=[C:8]([Cl:7])[N:13]=2)=[CH:29][CH:28]=1)([CH3:32])[CH3:31])=[O:40])([CH3:37])([CH3:38])[CH3:39], predict the reactants needed to synthesize it. The reactants are: C([O-])([O-])=O.[Na+].[Na+].[Cl:7][C:8]1[N:13]=[C:12](Cl)[C:11]([Cl:15])=[CH:10][N:9]=1.CC1(C)C(C)(C)OB([C:24]2[CH:29]=[CH:28][C:27]([C:30]([NH:33][C:34](=[O:40])[O:35][C:36]([CH3:39])([CH3:38])[CH3:37])([CH3:32])[CH3:31])=[CH:26][CH:25]=2)O1. (2) Given the product [CH3:15][O:16][C:17]1[CH:18]=[CH:19][CH:20]=[C:21]2[C:26]=1[CH:25]([NH:27][C:8]1[CH:7]=[CH:6][C:5]3[C:4]([NH:1][CH2:33][C:31]4[N:30]=[N:29][NH:28][CH:32]=4)=[CH:13][CH:12]=[CH:11][C:10]=3[N:9]=1)[CH2:24][CH2:23][CH2:22]2, predict the reactants needed to synthesize it. The reactants are: [N+:1]([C:4]1[CH:13]=[CH:12][CH:11]=[C:10]2[C:5]=1[CH:6]=[CH:7][C:8](Cl)=[N:9]2)([O-])=O.[CH3:15][O:16][C:17]1[CH:18]=[CH:19][CH:20]=[C:21]2[C:26]=1[CH:25]([NH2:27])[CH2:24][CH2:23][CH2:22]2.[NH:28]1[CH:32]=[C:31]([CH:33]=O)[N:30]=[N:29]1.